Dataset: Peptide-MHC class I binding affinity with 185,985 pairs from IEDB/IMGT. Task: Regression. Given a peptide amino acid sequence and an MHC pseudo amino acid sequence, predict their binding affinity value. This is MHC class I binding data. The peptide sequence is YVFPVIFSK. The MHC is HLA-B35:03 with pseudo-sequence HLA-B35:03. The binding affinity (normalized) is 0.